This data is from NCI-60 drug combinations with 297,098 pairs across 59 cell lines. The task is: Regression. Given two drug SMILES strings and cell line genomic features, predict the synergy score measuring deviation from expected non-interaction effect. Drug 1: C1=NC2=C(N=C(N=C2N1C3C(C(C(O3)CO)O)O)F)N. Drug 2: CCCCC(=O)OCC(=O)C1(CC(C2=C(C1)C(=C3C(=C2O)C(=O)C4=C(C3=O)C=CC=C4OC)O)OC5CC(C(C(O5)C)O)NC(=O)C(F)(F)F)O. Cell line: IGROV1. Synergy scores: CSS=30.3, Synergy_ZIP=0.404, Synergy_Bliss=0.840, Synergy_Loewe=-9.97, Synergy_HSA=0.113.